This data is from Forward reaction prediction with 1.9M reactions from USPTO patents (1976-2016). The task is: Predict the product of the given reaction. (1) Given the reactants [NH:1]([CH2:3][C:4]([OH:6])=[O:5])[CH3:2].[CH3:7][C:8]1[CH:29]=[CH:28][CH:27]=[CH:26][C:9]=1[C:10]([O:12][CH2:13][CH2:14][O:15][C:16](ON1C(=O)CCC1=O)=[O:17])=[O:11], predict the reaction product. The product is: [CH3:2][N:1]([C:16]([O:15][CH2:14][CH2:13][O:12][C:10]([C:9]1[CH:26]=[CH:27][CH:28]=[CH:29][C:8]=1[CH3:7])=[O:11])=[O:17])[CH2:3][C:4]([OH:6])=[O:5]. (2) Given the reactants Cl.[NH2:2][CH2:3][C:4]1[CH:12]=[CH:11][CH:10]=[C:9]2[C:5]=1[C:6](=[O:22])[N:7]([CH:14]1[CH2:19][CH2:18][C:17](=[O:20])[NH:16][C:15]1=[O:21])[C:8]2=[O:13].C(N(C(C)C)CC)(C)C.[C:32]1([CH3:41])[CH:37]=[CH:36][C:35]([C:38](Cl)=[O:39])=[CH:34][CH:33]=1, predict the reaction product. The product is: [O:21]=[C:15]1[CH:14]([N:7]2[C:6](=[O:22])[C:5]3[C:9](=[CH:10][CH:11]=[CH:12][C:4]=3[CH2:3][NH:2][C:38](=[O:39])[C:35]3[CH:36]=[CH:37][C:32]([CH3:41])=[CH:33][CH:34]=3)[C:8]2=[O:13])[CH2:19][CH2:18][C:17](=[O:20])[NH:16]1.